Dataset: Peptide-MHC class I binding affinity with 185,985 pairs from IEDB/IMGT. Task: Regression. Given a peptide amino acid sequence and an MHC pseudo amino acid sequence, predict their binding affinity value. This is MHC class I binding data. (1) The peptide sequence is QIIEQLIKK. The MHC is HLA-A11:01 with pseudo-sequence HLA-A11:01. The binding affinity (normalized) is 0.969. (2) The peptide sequence is KRWIAVPTW. The MHC is Mamu-B03 with pseudo-sequence Mamu-B03. The binding affinity (normalized) is 0.651.